From a dataset of Full USPTO retrosynthesis dataset with 1.9M reactions from patents (1976-2016). Predict the reactants needed to synthesize the given product. Given the product [CH3:11][C:10]([CH3:13])([CH3:12])[CH2:9][NH:8][C:6]1[C:5]([N+:14]([O-:16])=[O:15])=[CH:4][CH:3]=[C:2]([C:24]#[C:23][C:17]2[CH:22]=[CH:21][CH:20]=[CH:19][CH:18]=2)[N:7]=1, predict the reactants needed to synthesize it. The reactants are: Cl[C:2]1[N:7]=[C:6]([NH:8][CH2:9][C:10]([CH3:13])([CH3:12])[CH3:11])[C:5]([N+:14]([O-:16])=[O:15])=[CH:4][CH:3]=1.[C:17]1([C:23]#[CH:24])[CH:22]=[CH:21][CH:20]=[CH:19][CH:18]=1.